This data is from Reaction yield outcomes from USPTO patents with 853,638 reactions. The task is: Predict the reaction yield, written as a fraction of the theoretical maximum amount of product (1.0 means a 100% yield; for example, 0.34 means a 34% yield). (1) The reactants are [NH2:1][C:2]1[CH:10]=[CH:9][CH:8]=[C:7]2[C:3]=1[C:4](=[O:20])[N:5]([CH:12]1[CH2:17][CH2:16][C:15](=[O:18])[NH:14][C:13]1=[O:19])[C:6]2=[O:11].[CH2:21]([O:28][CH2:29][C:30](Cl)=[O:31])[C:22]1[CH:27]=[CH:26][CH:25]=[CH:24][CH:23]=1.CO. The catalyst is C1COCC1. The product is [CH2:21]([O:28][CH2:29][C:30]([NH:1][C:2]1[CH:10]=[CH:9][CH:8]=[C:7]2[C:3]=1[C:4](=[O:20])[N:5]([CH:12]1[CH2:17][CH2:16][C:15](=[O:18])[NH:14][C:13]1=[O:19])[C:6]2=[O:11])=[O:31])[C:22]1[CH:27]=[CH:26][CH:25]=[CH:24][CH:23]=1. The yield is 0.800. (2) The reactants are O=C1C2C(=CC=CC=2)C(=O)[N:3]1[CH2:12][CH2:13][N:14]1[C:18]([CH3:19])=[C:17]([C:20]([NH:22][C:23]2[CH:28]=[CH:27][C:26]([O:29][C:30]3[C:39]4[C:34](=[CH:35][C:36]([O:40][CH3:41])=[CH:37][CH:38]=4)[N:33]=[CH:32][CH:31]=3)=[C:25]([F:42])[CH:24]=2)=[O:21])[C:16](=[O:43])[N:15]1[C:44]1[CH:49]=[CH:48][CH:47]=[CH:46][CH:45]=1.O.CCO.NN.C([O-])(O)=O.[Na+]. The catalyst is CCOC(C)=O. The product is [NH2:3][CH2:12][CH2:13][N:14]1[C:18]([CH3:19])=[C:17]([C:20]([NH:22][C:23]2[CH:28]=[CH:27][C:26]([O:29][C:30]3[C:39]4[C:34](=[CH:35][C:36]([O:40][CH3:41])=[CH:37][CH:38]=4)[N:33]=[CH:32][CH:31]=3)=[C:25]([F:42])[CH:24]=2)=[O:21])[C:16](=[O:43])[N:15]1[C:44]1[CH:45]=[CH:46][CH:47]=[CH:48][CH:49]=1. The yield is 0.810. (3) The reactants are [Br:1][C:2]1[CH:6]=[C:5](Br)[S:4][C:3]=1[C:8]1[S:9][C:10](Br)=[CH:11][C:12]=1[Br:13].O.C(O)(=O)C.Cl. The catalyst is C(O)C.[Zn]. The product is [Br:13][C:12]1[CH:11]=[CH:10][S:9][C:8]=1[C:3]1[S:4][CH:5]=[CH:6][C:2]=1[Br:1]. The yield is 0.900. (4) The reactants are [C:1]([C:5](=[CH:11][C:12]1[CH:17]=[CH:16][C:15]([O:18][CH3:19])=[CH:14][C:13]=1[CH2:20][N:21]([C:29]([O:31][C:32]([CH3:35])([CH3:34])[CH3:33])=[O:30])[C:22]([O:24][C:25]([CH3:28])([CH3:27])[CH3:26])=[O:23])[CH2:6][C:7]([O:9][CH3:10])=[O:8])([O:3][CH3:4])=[O:2].[H][H]. The catalyst is [Pd].C(OCC)(=O)C. The product is [C:1]([CH:5]([CH2:11][C:12]1[CH:17]=[CH:16][C:15]([O:18][CH3:19])=[CH:14][C:13]=1[CH2:20][N:21]([C:29]([O:31][C:32]([CH3:35])([CH3:34])[CH3:33])=[O:30])[C:22]([O:24][C:25]([CH3:28])([CH3:26])[CH3:27])=[O:23])[CH2:6][C:7]([O:9][CH3:10])=[O:8])([O:3][CH3:4])=[O:2]. The yield is 1.00. (5) The reactants are [CH2:1]([N:8]1[CH2:13][CH2:12][NH:11][CH2:10][CH2:9]1)[C:2]1[CH:7]=[CH:6][CH:5]=[CH:4][CH:3]=1.F[C:15]1[CH:20]=[CH:19][C:18]([N+:21]([O-:23])=[O:22])=[CH:17][CH:16]=1.C([O-])([O-])=O.[K+].[K+]. The catalyst is C(O)C.O. The product is [CH2:1]([N:8]1[CH2:13][CH2:12][N:11]([C:15]2[CH:20]=[CH:19][C:18]([N+:21]([O-:23])=[O:22])=[CH:17][CH:16]=2)[CH2:10][CH2:9]1)[C:2]1[CH:3]=[CH:4][CH:5]=[CH:6][CH:7]=1. The yield is 0.570. (6) The reactants are [OH:1][C@H:2]1[CH2:6][NH:5][C@H:4]([C:7]([OH:9])=[O:8])[CH2:3]1.CO.Cl[C:13]([O:15][CH2:16][C:17]1[CH:22]=[CH:21][CH:20]=[CH:19][CH:18]=1)=[O:14].[OH-].[Na+]. The catalyst is O.C1(C)C=CC=CC=1.ClCCl. The product is [C:13]([N:5]1[CH2:6][CH:2]([OH:1])[CH2:3][C@H:4]1[C:7]([OH:9])=[O:8])([O:15][CH2:16][C:17]1[CH:22]=[CH:21][CH:20]=[CH:19][CH:18]=1)=[O:14]. The yield is 1.00. (7) The reactants are Cl[C:2]1[C:7]([Cl:8])=[CH:6][C:5](Cl)=[CH:4][N:3]=1.C([Sn](CCCC)(CCCC)[CH2:15][O:16][CH2:17][Sn](CCCC)(CCCC)CCCC)CCC.CC(C1C=C(C(C)C)C(C2C=CC=CC=2P(C2CCCCC2)C2CCCCC2)=C(C(C)C)C=1)C. The catalyst is C1C=CC(/C=C/C(/C=C/C2C=CC=CC=2)=O)=CC=1.C1C=CC(/C=C/C(/C=C/C2C=CC=CC=2)=O)=CC=1.C1C=CC(/C=C/C(/C=C/C2C=CC=CC=2)=O)=CC=1.[Pd].[Pd].O1CCOCC1. The product is [Cl:8][C:7]1[CH:6]=[C:5]2[CH2:17][O:16][CH2:15][C:4]2=[N:3][CH:2]=1. The yield is 0.180.